The task is: Predict which catalyst facilitates the given reaction.. This data is from Catalyst prediction with 721,799 reactions and 888 catalyst types from USPTO. Reactant: [NH2:1][C:2]1[C:3]([CH2:17][CH3:18])=[C:4]([NH:9][C:10](=[O:16])[CH2:11][C:12]([CH3:15])([CH3:14])[CH3:13])[C:5]([CH3:8])=[CH:6][CH:7]=1.[F:19][C:20]1[CH:27]=[CH:26][C:23]([CH:24]=O)=[CH:22][CH:21]=1.[BH4-].[Na+].CO. Product: [CH2:17]([C:3]1[C:2]([NH:1][CH2:24][C:23]2[CH:26]=[CH:27][C:20]([F:19])=[CH:21][CH:22]=2)=[CH:7][CH:6]=[C:5]([CH3:8])[C:4]=1[NH:9][C:10](=[O:16])[CH2:11][C:12]([CH3:14])([CH3:13])[CH3:15])[CH3:18]. The catalyst class is: 1.